Dataset: Full USPTO retrosynthesis dataset with 1.9M reactions from patents (1976-2016). Task: Predict the reactants needed to synthesize the given product. (1) Given the product [C:14]([C:16]1[CH:21]=[C:20]([CH:2]([OH:3])[C:4]2[CH:13]=[CH:12][C:7]([C:8]([O:10][CH3:11])=[O:9])=[CH:6][CH:5]=2)[CH:19]=[CH:18][CH:17]=1)#[N:15], predict the reactants needed to synthesize it. The reactants are: Cl[C:2]([C:4]1[CH:13]=[CH:12][C:7]([C:8]([O:10][CH3:11])=[O:9])=[CH:6][CH:5]=1)=[O:3].[C:14]([C:16]1[CH:17]=[C:18]([Zn]I)[CH:19]=[CH:20][CH:21]=1)#[N:15].[BH4-].[Na+]. (2) Given the product [CH2:18]([O:2][C:3]1[C:4]([CH2:9][OH:10])=[N:5][CH:6]=[CH:7][CH:8]=1)[CH:17]=[CH2:16], predict the reactants needed to synthesize it. The reactants are: Cl.[OH:2][C:3]1[C:4]([CH2:9][OH:10])=[N:5][CH:6]=[CH:7][CH:8]=1.CO.C[O-].[Na+].[CH2:16](Br)[CH:17]=[CH2:18]. (3) Given the product [ClH:1].[CH3:26][O:27][C:28]1[CH:33]=[CH:32][C:31]([C:2]2[CH:7]=[CH:6][N:5]=[C:4]3[NH:8][C:9]([C:11]4[CH:16]=[CH:15][C:14]([C:17]([N:19]5[CH2:24][CH2:23][N:22]([CH3:25])[CH2:21][CH2:20]5)=[O:18])=[CH:13][CH:12]=4)=[N:10][C:3]=23)=[C:30]([CH3:37])[CH:29]=1, predict the reactants needed to synthesize it. The reactants are: [Cl:1][C:2]1[CH:7]=[CH:6][N:5]=[C:4]2[NH:8][C:9]([C:11]3[CH:16]=[CH:15][C:14]([C:17]([N:19]4[CH2:24][CH2:23][N:22]([CH3:25])[CH2:21][CH2:20]4)=[O:18])=[CH:13][CH:12]=3)=[N:10][C:3]=12.[CH3:26][O:27][C:28]1[CH:33]=[CH:32][C:31](B(O)O)=[C:30]([CH3:37])[CH:29]=1.C(=O)([O-])[O-].[Na+].[Na+].Cl. (4) Given the product [O-:1][C:2]1[CH:7]=[CH:6][CH:5]=[CH:4][CH:3]=1.[C:9](=[O:10])([O-:13])[O-:12], predict the reactants needed to synthesize it. The reactants are: [O-:1][C:2]1[CH:7]=[CH:6][CH:5]=[CH:4][CH:3]=1.[Na+].[C:9](=[O:13])([O-:12])[O:10]C.C(=O)(OCC)OC/C=C/C1C=CC=CC=1. (5) Given the product [Cl:31][C:29]1[CH:28]=[CH:27][C:26]([F:32])=[C:25]([C:7]2[NH:6][C:14]3[C:9]([CH:8]=2)=[CH:10][C:11]([C:15]2[N:16]([CH3:24])[N:17]=[C:18]([C:20]([F:23])([F:21])[F:22])[CH:19]=2)=[CH:12][CH:13]=3)[CH:30]=1, predict the reactants needed to synthesize it. The reactants are: C(OC([N:6]1[C:14]2[C:9](=[CH:10][C:11]([C:15]3[N:16]([CH3:24])[N:17]=[C:18]([C:20]([F:23])([F:22])[F:21])[CH:19]=3)=[CH:12][CH:13]=2)[CH:8]=[C:7]1[C:25]1[CH:30]=[C:29]([Cl:31])[CH:28]=[CH:27][C:26]=1[F:32])=O)C.[OH-].[Na+].